Dataset: CYP2C9 inhibition data for predicting drug metabolism from PubChem BioAssay. Task: Regression/Classification. Given a drug SMILES string, predict its absorption, distribution, metabolism, or excretion properties. Task type varies by dataset: regression for continuous measurements (e.g., permeability, clearance, half-life) or binary classification for categorical outcomes (e.g., BBB penetration, CYP inhibition). Dataset: cyp2c9_veith. (1) The drug is CO[C@@H]1C[C@H](O[C@H]2[C@@H](C)[C@H](O[C@@H]3O[C@@H](C)C[C@@H](N(C)C)[C@@H]3OC(C)=O)[C@H](C)C[C@]3(CO3)C(=O)[C@H](C)[C@H](OC(C)=O)[C@H](C)[C@H](C)OC(=O)[C@@H]2C)O[C@H](C)[C@@H]1OC(C)=O. The result is 0 (non-inhibitor). (2) The drug is COc1ccc(-n2c(=O)c(-c3cn(C)c4ccccc34)nc3cnc(OC)nc32)cc1. The result is 0 (non-inhibitor). (3) The result is 1 (inhibitor). The drug is CC1CCN(C(=O)C(NS(=O)(=O)c2cccc3nsnc23)c2ccccc2)CC1. (4) The drug is Cc1ccc(/C=N/NC(=O)c2cccs2)cc1[N+](=O)[O-]. The result is 1 (inhibitor). (5) The drug is CCCC[C@@H]1C[C@H]1C(NS(=O)(=O)c1cccc2cccnc12)c1ccc(-c2ccccc2)cc1. The result is 1 (inhibitor). (6) The compound is Cc1ccc(Sc2ncccc2COC(=O)Nc2ccccc2C)cc1. The result is 0 (non-inhibitor). (7) The molecule is O=C(Nc1ccc(Oc2ccccc2)cc1)C1CCN(c2c3c(nc4ncnn24)CCC3)CC1. The result is 1 (inhibitor).